From a dataset of Reaction yield outcomes from USPTO patents with 853,638 reactions. Predict the reaction yield, written as a fraction of the theoretical maximum amount of product (1.0 means a 100% yield; for example, 0.34 means a 34% yield). The reactants are [CH3:1][O:2][C:3]1[CH:8]=[CH:7][C:6]([NH:9][C:10](=[O:12])[CH3:11])=[C:5]([CH3:13])[CH:4]=1.[N+:14]([O-])([OH:16])=[O:15]. The catalyst is C(O)(=O)C. The product is [CH3:1][O:2][C:3]1[C:8]([N+:14]([O-:16])=[O:15])=[CH:7][C:6]([NH:9][C:10](=[O:12])[CH3:11])=[C:5]([CH3:13])[CH:4]=1. The yield is 0.530.